From a dataset of Full USPTO retrosynthesis dataset with 1.9M reactions from patents (1976-2016). Predict the reactants needed to synthesize the given product. (1) Given the product [N:11]1[CH:16]=[CH:15][CH:14]=[CH:13][C:12]=1[C:17]1[C:18]([C:2]2[CH:3]=[N:4][C:5]3[N:6]([N:8]=[CH:9][CH:10]=3)[CH:7]=2)=[C:19]2[CH2:24][CH2:23][CH2:22][N:20]2[N:21]=1, predict the reactants needed to synthesize it. The reactants are: Br[C:2]1[CH:3]=[N:4][C:5]2[N:6]([N:8]=[CH:9][CH:10]=2)[CH:7]=1.[N:11]1[CH:16]=[CH:15][CH:14]=[CH:13][C:12]=1[C:17]1[C:18](B(O)O)=[C:19]2[CH2:24][CH2:23][CH2:22][N:20]2[N:21]=1.C(=O)([O-])[O-].[K+].[K+].CS(C)=O. (2) Given the product [F:1][C:2]1[CH:10]=[CH:9][C:5]([C:6]([N:12]([CH3:11])[C@H:13]2[CH2:32][N:17]3[C:18]4[C:23]([C:24]([CH2:25][C:26]([OH:28])=[O:27])=[C:16]3[CH2:15][CH2:14]2)=[CH:22][CH:21]=[CH:20][CH:19]=4)=[O:7])=[CH:4][CH:3]=1, predict the reactants needed to synthesize it. The reactants are: [F:1][C:2]1[CH:10]=[CH:9][C:5]([C:6](Cl)=[O:7])=[CH:4][CH:3]=1.[CH3:11][NH:12][C@H:13]1[CH2:32][N:17]2[C:18]3[C:23]([C:24]([CH2:25][C:26]([O:28]CCC)=[O:27])=[C:16]2[CH2:15][CH2:14]1)=[CH:22][CH:21]=[CH:20][CH:19]=3. (3) Given the product [CH3:23][O:9][C:8](=[O:10])[CH:7]([C:4]1[CH:3]=[CH:2][C:1]([C:17]2[CH:18]=[CH:19][CH:20]=[CH:21][CH:22]=2)=[CH:6][CH:5]=1)[CH2:11][CH:12]1[CH2:13][CH2:14][CH2:15][CH2:16]1, predict the reactants needed to synthesize it. The reactants are: [C:1]1([C:17]2[CH:22]=[CH:21][CH:20]=[CH:19][CH:18]=2)[CH:6]=[CH:5][C:4]([CH:7]([CH2:11][CH:12]2[CH2:16][CH2:15][CH2:14][CH2:13]2)[C:8]([OH:10])=[O:9])=[CH:3][CH:2]=1.[CH3:23]O. (4) The reactants are: Cl[CH2:2][C:3]1[CH:8]=[C:7]([N:9]([CH3:11])[CH3:10])[CH:6]=[CH:5][N:4]=1.[CH3:12][NH2:13]. Given the product [CH3:10][N:9]([CH3:11])[C:7]1[CH:6]=[CH:5][N:4]=[C:3]([CH2:2][NH:13][CH3:12])[CH:8]=1, predict the reactants needed to synthesize it. (5) The reactants are: [NH2:1][CH2:2][CH2:3][CH2:4][CH2:5][C:6]([N:8]1[CH2:17][CH2:16][C:15]2[C:10](=[C:11]([N:20]3[CH2:25][CH2:24][N:23]([CH3:26])[CH2:22][CH2:21]3)[CH:12]=[CH:13][C:14]=2[O:18][CH3:19])[CH2:9]1)=[O:7].[C:27](Cl)(=[O:36])[C:28]1[CH:33]=[CH:32][C:31]([O:34][CH3:35])=[CH:30][CH:29]=1. Given the product [CH3:35][O:34][C:31]1[CH:32]=[CH:33][C:28]([C:27]([NH:1][CH2:2][CH2:3][CH2:4][CH2:5][C:6]([N:8]2[CH2:17][CH2:16][C:15]3[C:10](=[C:11]([N:20]4[CH2:25][CH2:24][N:23]([CH3:26])[CH2:22][CH2:21]4)[CH:12]=[CH:13][C:14]=3[O:18][CH3:19])[CH2:9]2)=[O:7])=[O:36])=[CH:29][CH:30]=1, predict the reactants needed to synthesize it. (6) Given the product [Cl:14][C:5]1[CH:4]=[C:3]([C:2]([F:11])([F:10])[F:1])[N:8]=[CH:7][N:6]=1, predict the reactants needed to synthesize it. The reactants are: [F:1][C:2]([F:11])([F:10])[C:3]1[N:8]=[CH:7][N:6]=[C:5](O)[CH:4]=1.P(Cl)(Cl)([Cl:14])=O. (7) Given the product [NH2:1][C:2]1([CH2:18][O:19][CH2:21][C:22]#[N:23])[C:15]2[CH:14]=[C:13]([Cl:16])[N:12]=[CH:11][C:10]=2[O:9][C:8]2[C:3]1=[CH:4][C:5]([Br:17])=[CH:6][CH:7]=2, predict the reactants needed to synthesize it. The reactants are: [NH2:1][C:2]1([CH2:18][OH:19])[C:15]2[CH:14]=[C:13]([Cl:16])[N:12]=[CH:11][C:10]=2[O:9][C:8]2[C:3]1=[CH:4][C:5]([Br:17])=[CH:6][CH:7]=2.Br[CH2:21][C:22]#[N:23].[OH-].[Na+]. (8) Given the product [CH3:26][C:27]1[C:31]([C:2]2[CH:3]=[C:4]([C:23]([NH2:25])=[O:24])[C:5]3[NH:6][C:7]4[C:12]([C:13]=3[CH:14]=2)=[CH:11][C:10]([C:15]([N:17]2[CH2:18][CH2:19][O:20][CH2:21][CH2:22]2)=[O:16])=[CH:9][CH:8]=4)=[C:30]([CH3:41])[O:29][N:28]=1, predict the reactants needed to synthesize it. The reactants are: Br[C:2]1[CH:3]=[C:4]([C:23]([NH2:25])=[O:24])[C:5]2[NH:6][C:7]3[C:12]([C:13]=2[CH:14]=1)=[CH:11][C:10]([C:15]([N:17]1[CH2:22][CH2:21][O:20][CH2:19][CH2:18]1)=[O:16])=[CH:9][CH:8]=3.[CH3:26][C:27]1[C:31](B2OC(C)(C)C(C)(C)O2)=[C:30]([CH3:41])[O:29][N:28]=1.O1CCCC1.[O-]P([O-])([O-])=O.[K+].[K+].[K+]. (9) The reactants are: [NH2:1][C:2]1[S:3][C@:4]2([C:21]([NH2:23])=[O:22])[C@H:6]([C@:7]([C:10]3[CH:15]=[C:14]([N+:16]([O-])=O)[CH:13]=[C:12]([F:19])[C:11]=3[F:20])([CH3:9])[N:8]=1)[CH2:5]2. Given the product [NH2:1][C:2]1[S:3][C@:4]2([C:21]([NH2:23])=[O:22])[C@H:6]([C@:7]([C:10]3[CH:15]=[C:14]([NH2:16])[CH:13]=[C:12]([F:19])[C:11]=3[F:20])([CH3:9])[N:8]=1)[CH2:5]2, predict the reactants needed to synthesize it.